This data is from Full USPTO retrosynthesis dataset with 1.9M reactions from patents (1976-2016). The task is: Predict the reactants needed to synthesize the given product. (1) The reactants are: [NH2:1][C:2]1[CH:9]=[CH:8][C:5]([C:6]#[N:7])=[CH:4][CH:3]=1.[N+:10]([C:13]1[CH:14]=[C:15]([CH:18]=[CH:19][CH:20]=1)[CH:16]=O)([O-:12])=[O:11]. Given the product [N+:10]([C:13]1[CH:14]=[C:15](/[CH:16]=[N:1]/[C:2]2[CH:9]=[CH:8][C:5]([C:6]#[N:7])=[CH:4][CH:3]=2)[CH:18]=[CH:19][CH:20]=1)([O-:12])=[O:11], predict the reactants needed to synthesize it. (2) Given the product [CH:20]([N:23]1[C:27]([C:2]2[N:3]=[C:4]3[C:10]4[CH:11]=[CH:12][C:13]([C:15]([O:17][CH3:18])=[O:16])=[CH:14][C:9]=4[O:8][CH2:7][CH2:6][N:5]3[CH:19]=2)=[N:26][CH:25]=[N:24]1)([CH3:22])[CH3:21], predict the reactants needed to synthesize it. The reactants are: I[C:2]1[N:3]=[C:4]2[C:10]3[CH:11]=[CH:12][C:13]([C:15]([O:17][CH3:18])=[O:16])=[CH:14][C:9]=3[O:8][CH2:7][CH2:6][N:5]2[CH:19]=1.[CH:20]([N:23]1[CH:27]=[N:26][CH:25]=[N:24]1)([CH3:22])[CH3:21].C(=O)([O-])[O-].[Cs+].[Cs+].[OH-].[NH4+].O. (3) Given the product [NH2:13][C:11](=[O:12])[C@H:10]([NH:9][C:6]1[CH:7]=[CH:8][C:3]([C:1]([NH2:2])=[O:30])=[C:4]([NH:21][C:22]2[S:26][N:25]=[C:24]([CH3:27])[CH:23]=2)[C:5]=1[F:18])[CH2:14][CH:15]([CH3:17])[CH3:16], predict the reactants needed to synthesize it. The reactants are: [C:1]([C:3]1[CH:8]=[CH:7][C:6]([NH:9][C@H:10]([CH2:14][CH:15]([CH3:17])[CH3:16])[C:11]([NH2:13])=[O:12])=[C:5]([F:18])[C:4]=1F)#[N:2].Cl.[NH2:21][C:22]1[S:26][N:25]=[C:24]([CH3:27])[CH:23]=1.[H-].[Na+].[OH2:30]. (4) Given the product [CH2:1]([O:8][N:9]1[C:18](=[O:19])[C:17]2[C:12](=[CH:13][C:14]([F:21])=[C:15]([F:20])[CH:16]=2)[N:11]([CH2:25][CH3:26])[C:10]1=[O:22])[C:2]1[CH:7]=[CH:6][CH:5]=[CH:4][CH:3]=1, predict the reactants needed to synthesize it. The reactants are: [CH2:1]([O:8][N:9]1[C:18](=[O:19])[C:17]2[C:12](=[CH:13][C:14]([F:21])=[C:15]([F:20])[CH:16]=2)[NH:11][C:10]1=[O:22])[C:2]1[CH:7]=[CH:6][CH:5]=[CH:4][CH:3]=1.[H-].[Na+].[CH2:25](I)[CH3:26].